From a dataset of HIV replication inhibition screening data with 41,000+ compounds from the AIDS Antiviral Screen. Binary Classification. Given a drug SMILES string, predict its activity (active/inactive) in a high-throughput screening assay against a specified biological target. (1) The compound is CC(C)(C)C(CC(=O)CCC(=O)Nc1ccc(Cl)cc1)=NNC(N)=S. The result is 0 (inactive). (2) The drug is CCN(CC)CC(C)(C)C(=O)C=Cc1ccc(C)cc1. The result is 0 (inactive). (3) The drug is CC(=O)Oc1c(C)cc(-c2cc(C)c(OC(C)=O)c(C)c2)cc1C. The result is 0 (inactive). (4) The drug is O=C(CCCNc1nc(-c2ccccc2)cs1)c1cccs1. The result is 0 (inactive). (5) The compound is O=C(CNc1ccc([N+](=O)[O-])cc1)Nn1c(-c2ccccc2)nc2ccccc2c1=O. The result is 0 (inactive).